This data is from Forward reaction prediction with 1.9M reactions from USPTO patents (1976-2016). The task is: Predict the product of the given reaction. Given the reactants [NH2:1][C:2]1[O:3][CH2:4][C:5]2([C:19]3[C:14](=[N:15][CH:16]=[C:17]([O:20][CH2:21][C:22](=[O:24])[CH3:23])[CH:18]=3)[O:13][C:12]3[C:7]2=[CH:8][C:9]([C:25]2[CH:30]=[C:29]([Cl:31])[CH:28]=[CH:27][C:26]=2[F:32])=[CH:10][CH:11]=3)[N:6]=1.C1(C)C=CC(S(O)(=O)=O)=CC=1.[CH2:44](O)[CH2:45][OH:46].C([O-])(O)=O.[Na+], predict the reaction product. The product is: [Cl:31][C:29]1[CH:28]=[CH:27][C:26]([F:32])=[C:25]([C:9]2[CH:8]=[C:7]3[C:5]4([CH2:4][O:3][C:2]([NH2:1])=[N:6]4)[C:19]4[C:14](=[N:15][CH:16]=[C:17]([O:20][CH2:21][C:22]5([CH3:23])[O:46][CH2:45][CH2:44][O:24]5)[CH:18]=4)[O:13][C:12]3=[CH:11][CH:10]=2)[CH:30]=1.